From a dataset of NCI-60 drug combinations with 297,098 pairs across 59 cell lines. Regression. Given two drug SMILES strings and cell line genomic features, predict the synergy score measuring deviation from expected non-interaction effect. (1) Drug 1: COC1=C(C=C2C(=C1)N=CN=C2NC3=CC(=C(C=C3)F)Cl)OCCCN4CCOCC4. Drug 2: C1=CC=C(C=C1)NC(=O)CCCCCCC(=O)NO. Cell line: TK-10. Synergy scores: CSS=39.7, Synergy_ZIP=2.35, Synergy_Bliss=1.92, Synergy_Loewe=3.09, Synergy_HSA=4.88. (2) Drug 1: CC=C1C(=O)NC(C(=O)OC2CC(=O)NC(C(=O)NC(CSSCCC=C2)C(=O)N1)C(C)C)C(C)C. Drug 2: CS(=O)(=O)CCNCC1=CC=C(O1)C2=CC3=C(C=C2)N=CN=C3NC4=CC(=C(C=C4)OCC5=CC(=CC=C5)F)Cl. Cell line: SN12C. Synergy scores: CSS=65.7, Synergy_ZIP=-3.94, Synergy_Bliss=-4.40, Synergy_Loewe=-55.9, Synergy_HSA=-1.87. (3) Drug 1: CS(=O)(=O)C1=CC(=C(C=C1)C(=O)NC2=CC(=C(C=C2)Cl)C3=CC=CC=N3)Cl. Drug 2: CC12CCC3C(C1CCC2=O)CC(=C)C4=CC(=O)C=CC34C. Cell line: SNB-75. Synergy scores: CSS=14.5, Synergy_ZIP=-5.24, Synergy_Bliss=-0.479, Synergy_Loewe=-17.1, Synergy_HSA=-2.26. (4) Drug 1: CN(CCCl)CCCl.Cl. Drug 2: CC(C)NC(=O)C1=CC=C(C=C1)CNNC.Cl. Synergy scores: CSS=11.5, Synergy_ZIP=-2.59, Synergy_Bliss=0.390, Synergy_Loewe=-7.39, Synergy_HSA=-0.790. Cell line: MALME-3M.